Dataset: Full USPTO retrosynthesis dataset with 1.9M reactions from patents (1976-2016). Task: Predict the reactants needed to synthesize the given product. (1) Given the product [F:24][C:23]([F:26])([F:25])[C:18]1[CH:19]=[CH:20][CH:21]=[CH:22][C:17]=1[C:15]([N:12]1[CH2:11][CH2:10][N:9]([C:6]2[N:7]=[N:8][C:3]([NH:2][C:15](=[O:16])[CH2:17][CH2:18][CH2:19][CH2:20][CH3:21])=[CH:4][CH:5]=2)[CH2:14][CH2:13]1)=[O:16], predict the reactants needed to synthesize it. The reactants are: [Cl-].[NH2:2][C:3]1[N:8]=[N:7][C:6]([N:9]2[CH2:14][CH2:13][N:12]([C:15]([C:17]3[CH:22]=[CH:21][CH:20]=[CH:19][C:18]=3[C:23]([F:26])([F:25])[F:24])=[O:16])[CH2:11][CH2:10]2)=[CH:5][CH:4]=1. (2) The reactants are: [OH:1][CH2:2][CH2:3][CH2:4][CH2:5][NH:6][C:7](=[O:12])[C:8]([F:11])([F:10])[F:9].CC(OI1(OC(C)=O)(OC(C)=O)OC(=O)C2C=CC=CC1=2)=O. Given the product [O:1]=[CH:2][CH2:3][CH2:4][CH2:5][NH:6][C:7](=[O:12])[C:8]([F:10])([F:11])[F:9], predict the reactants needed to synthesize it. (3) Given the product [CH3:23][C:20]1[O:19][C:18]([C:6]2[CH:5]=[C:4]3[C:9]([C:10]([N:12]4[CH2:17][CH2:16][O:15][CH2:14][CH2:13]4)=[N:11][C:2]([C:43]4[CH:44]=[CH:45][C:40]([NH:39][C:37]([NH:36][C:33]5[CH:34]=[CH:35][C:30]([N:26]6[CH2:27][CH2:28][CH2:29][C:25]6=[O:24])=[CH:31][CH:32]=5)=[O:38])=[CH:41][CH:42]=4)=[N:3]3)=[CH:8][CH:7]=2)=[CH:22][CH:21]=1, predict the reactants needed to synthesize it. The reactants are: Cl[C:2]1[N:11]=[C:10]([N:12]2[CH2:17][CH2:16][O:15][CH2:14][CH2:13]2)[C:9]2[C:4](=[CH:5][C:6]([C:18]3[O:19][C:20]([CH3:23])=[CH:21][CH:22]=3)=[CH:7][CH:8]=2)[N:3]=1.[O:24]=[C:25]1[CH2:29][CH2:28][CH2:27][N:26]1[C:30]1[CH:35]=[CH:34][C:33]([NH:36][C:37]([NH:39][C:40]2[CH:45]=[CH:44][C:43](B3OC(C)(C)C(C)(C)O3)=[CH:42][CH:41]=2)=[O:38])=[CH:32][CH:31]=1.C(=O)([O-])[O-].[Cs+].[Cs+].C1(C)C=CC=CC=1. (4) Given the product [CH3:1][C:2]([CH3:27])([CH3:26])[CH:3]([C:4]1[CH:9]=[CH:8][CH:7]=[CH:6][N:5]=1)[NH2:10], predict the reactants needed to synthesize it. The reactants are: [CH3:1][C:2]([CH3:27])([CH3:26])[C@H:3]([NH:10]C(=O)[C@](OC)(C1C=CC=CC=1)C(F)(F)F)[C:4]1[CH:9]=[CH:8][CH:7]=[CH:6][N:5]=1.CC(C)(C)[C@@H](NC(=O)[C@](OC)(C1C=CC=CC=1)C(F)(F)F)C1C=CC=CN=1.Br. (5) The reactants are: [Cl:1][C:2]1[CH:7]=[CH:6][C:5]([C:8]([CH3:13])([CH3:12])[C:9]([OH:11])=O)=[CH:4][CH:3]=1.[NH2:14][CH2:15][CH2:16][CH2:17][N:18]1[CH2:23][CH2:22][CH:21]([C:24]2[N:29]=[C:28]([NH:30][C:31](=[O:35])[CH:32]([CH3:34])[CH3:33])[CH:27]=[CH:26][CH:25]=2)[CH2:20][CH2:19]1. Given the product [Cl:1][C:2]1[CH:3]=[CH:4][C:5]([C:8]([CH3:13])([CH3:12])[C:9]([NH:14][CH2:15][CH2:16][CH2:17][N:18]2[CH2:23][CH2:22][CH:21]([C:24]3[CH:25]=[CH:26][CH:27]=[C:28]([NH:30][C:31](=[O:35])[CH:32]([CH3:33])[CH3:34])[N:29]=3)[CH2:20][CH2:19]2)=[O:11])=[CH:6][CH:7]=1, predict the reactants needed to synthesize it. (6) Given the product [CH3:1][O:2][C:3]1[CH:8]=[C:7]([O:9][C:10]([F:13])([F:11])[F:12])[CH:6]=[CH:5][C:4]=1[N:14]([C:15]1[CH:23]=[C:22]2[C:18]([C:19]([CH2:33][NH:34][CH3:35])=[CH:20][N:21]2[S:24]([C:27]2[CH:28]=[N:29][CH:30]=[CH:31][CH:32]=2)(=[O:26])=[O:25])=[CH:17][CH:16]=1)[CH:43]=[O:44], predict the reactants needed to synthesize it. The reactants are: [CH3:1][O:2][C:3]1[CH:8]=[C:7]([O:9][C:10]([F:13])([F:12])[F:11])[CH:6]=[CH:5][C:4]=1[NH:14][C:15]1[CH:23]=[C:22]2[C:18]([C:19]([CH2:33][N:34](C)[C:35](=O)OC(C)(C)C)=[CH:20][N:21]2[S:24]([C:27]2[CH:28]=[N:29][CH:30]=[CH:31][CH:32]=2)(=[O:26])=[O:25])=[CH:17][CH:16]=1.[CH:43](O)=[O:44]. (7) The reactants are: Br[C:2]1[C:3]([N:22]2[CH2:25][C:24]([OH:27])([CH3:26])[CH2:23]2)=[N:4][CH:5]=[C:6]([CH:21]=1)[C:7]([NH:9][C:10]1[CH:15]=[CH:14][C:13]([O:16][C:17]([F:20])([F:19])[F:18])=[CH:12][CH:11]=1)=[O:8].[N:28]1[CH:33]=[CH:32][CH:31]=[C:30](B(O)O)[CH:29]=1. Given the product [OH:27][C:24]1([CH3:26])[CH2:25][N:22]([C:3]2[C:2]([C:30]3[CH:29]=[N:28][CH:33]=[CH:32][CH:31]=3)=[CH:21][C:6]([C:7]([NH:9][C:10]3[CH:15]=[CH:14][C:13]([O:16][C:17]([F:20])([F:19])[F:18])=[CH:12][CH:11]=3)=[O:8])=[CH:5][N:4]=2)[CH2:23]1, predict the reactants needed to synthesize it. (8) Given the product [Si:12]([O:11][C@H:9]1[C:8](=[CH2:19])[C@H:7]([O:20][Si:21]([C:24]([CH3:27])([CH3:26])[CH3:25])([CH3:23])[CH3:22])[CH2:6][C:5]([CH2:3][OH:2])([OH:28])[CH2:10]1)([C:15]([CH3:17])([CH3:18])[CH3:16])([CH3:14])[CH3:13], predict the reactants needed to synthesize it. The reactants are: C[O:2][C:3]([C:5]1([OH:28])[CH2:10][C@@H:9]([O:11][Si:12]([C:15]([CH3:18])([CH3:17])[CH3:16])([CH3:14])[CH3:13])[C:8](=[CH2:19])[C@H:7]([O:20][Si:21]([C:24]([CH3:27])([CH3:26])[CH3:25])([CH3:23])[CH3:22])[CH2:6]1)=O.C1COCC1. (9) Given the product [Br:1][C:2]1[C:15]2[C:16]3=[C:17]4[C:12](=[CH:13][CH:14]=2)[CH:11]=[C:10]([C:18]([CH3:21])([CH3:20])[CH3:19])[CH:9]=[C:8]4[CH:7]=[CH:6][C:5]3=[CH:4][CH:3]=1, predict the reactants needed to synthesize it. The reactants are: [Br:1][C:2]1[C:15]2[C:16]3=[C:17]4[C:12](=[CH:13][CH:14]=2)[CH:11]=[CH:10][CH:9]=[C:8]4[CH:7]=[CH:6][C:5]3=[CH:4][CH:3]=1.[C:18](Br)([CH3:21])([CH3:20])[CH3:19].[Br-].[Al+3].[Br-].[Br-].C(O)C.C(N(CC)CC)C. (10) Given the product [CH3:3][N:4]1[CH2:17][CH2:16][C:7]2[N:8]([CH2:30][C:27]([C:21]3[CH:22]=[CH:23][C:24]([O:25][CH3:26])=[C:19]([F:18])[CH:20]=3)([OH:28])[CH3:29])[C:9]3[CH:10]=[CH:11][C:12]([CH3:15])=[CH:13][C:14]=3[C:6]=2[CH2:5]1, predict the reactants needed to synthesize it. The reactants are: [H-].[Na+].[CH3:3][N:4]1[CH2:17][CH2:16][C:7]2[NH:8][C:9]3[CH:10]=[CH:11][C:12]([CH3:15])=[CH:13][C:14]=3[C:6]=2[CH2:5]1.[F:18][C:19]1[CH:20]=[C:21]([C:27]2([CH3:30])[CH2:29][O:28]2)[CH:22]=[CH:23][C:24]=1[O:25][CH3:26].